The task is: Predict the product of the given reaction.. This data is from Forward reaction prediction with 1.9M reactions from USPTO patents (1976-2016). (1) The product is: [CH3:3][C:2]([Si:5]([C:26]1[CH:31]=[CH:30][CH:29]=[CH:28][CH:27]=1)([C:32]1[CH:37]=[CH:36][CH:35]=[CH:34][CH:33]=1)[O:6][CH2:7][C@@H:8]1[CH2:9][CH:10]=[CH:11][CH2:23][N:12]1[S:13]([C:16]1[CH:21]=[CH:20][C:19]([CH3:22])=[CH:18][CH:17]=1)(=[O:15])=[O:14])([CH3:1])[CH3:4]. Given the reactants [CH3:1][C:2]([Si:5]([C:32]1[CH:37]=[CH:36][CH:35]=[CH:34][CH:33]=1)([C:26]1[CH:31]=[CH:30][CH:29]=[CH:28][CH:27]=1)[O:6][CH2:7][C@@H:8]([N:12]([CH2:23]C=C)[S:13]([C:16]1[CH:21]=[CH:20][C:19]([CH3:22])=[CH:18][CH:17]=1)(=[O:15])=[O:14])[CH2:9][CH:10]=[CH2:11])([CH3:4])[CH3:3], predict the reaction product. (2) Given the reactants [F:1][C:2]1[CH:7]=[CH:6][C:5]([C:8]2[C:9](=O)[O:10][C:11](=[O:24])[C:12]=2[C:13]2[CH:23]=[CH:22][C:16]3[O:17][CH2:18][C:19](=[O:21])[NH:20][C:15]=3[CH:14]=2)=[CH:4][CH:3]=1.[N:26]1[CH:31]=[CH:30][CH:29]=[CH:28][C:27]=1[NH2:32], predict the reaction product. The product is: [F:1][C:2]1[CH:3]=[CH:4][C:5]([C:8]2[C:9](=[O:10])[N:32]([C:27]3[CH:28]=[CH:29][CH:30]=[CH:31][N:26]=3)[C:11](=[O:24])[C:12]=2[C:13]2[CH:23]=[CH:22][C:16]3[O:17][CH2:18][C:19](=[O:21])[NH:20][C:15]=3[CH:14]=2)=[CH:6][CH:7]=1. (3) The product is: [F:1][C:2]1[CH:39]=[CH:38][C:5]([O:6][C:7]2[C:16]([C:15]([NH:14][CH2:18][C:19]3[CH:20]=[CH:21][C:22]([O:25][CH3:26])=[CH:23][CH:24]=3)=[O:17])=[C:11]([NH:12][C:28]3[CH:33]=[CH:32][C:31]([I:34])=[CH:30][C:29]=3[F:35])[N:10]([CH3:36])[C:9](=[O:37])[CH:8]=2)=[C:4]([CH3:40])[CH:3]=1. Given the reactants [F:1][C:2]1[CH:39]=[CH:38][C:5]([O:6][C:7]2[C:16]3[C:15](=[O:17])[N:14]([CH2:18][C:19]4[CH:24]=[CH:23][C:22]([O:25][CH3:26])=[CH:21][CH:20]=4)C(=O)[N:12]([C:28]4[CH:33]=[CH:32][C:31]([I:34])=[CH:30][C:29]=4[F:35])[C:11]=3[N:10]([CH3:36])[C:9](=[O:37])[CH:8]=2)=[C:4]([CH3:40])[CH:3]=1.[OH-].[Li+].C(OCC)(=O)C, predict the reaction product. (4) The product is: [OH:23][NH:22][C:17](=[NH:18])[C:16]1[CH:19]=[CH:20][C:13]([C:8]2[CH:7]=[CH:6][C:5]3[C:10](=[CH:11][CH:12]=[C:3]([O:30][CH3:24])[CH:4]=3)[N:9]=2)=[CH:14][CH:15]=1. Given the reactants CO[C:3]1[CH:4]=[C:5]2[C:10](=[CH:11][CH:12]=1)[N:9]=[C:8]([C:13]1[CH:20]=[CH:19][C:16]([C:17]#[N:18])=[CH:15][CH:14]=1)[CH:7]=[CH:6]2.Cl.[NH2:22][OH:23].[C:24]([O-])([O-])=O.[K+].[K+].[OH2:30], predict the reaction product. (5) The product is: [Cl:1][C:2]1[C:3]([OH:16])=[C:4]([C:11]([NH:17][C:18]2[S:19][CH:20]=[CH:21][N:22]=2)=[O:13])[C:5](=[O:10])[N:6]([CH3:9])[C:7]=1[CH3:8]. Given the reactants [Cl:1][C:2]1[C:3]([OH:16])=[C:4]([C:11]([O:13]CC)=O)[C:5](=[O:10])[N:6]([CH3:9])[C:7]=1[CH3:8].[NH2:17][C:18]1[S:19][CH:20]=[CH:21][N:22]=1.BrC1C=CC=CC=1, predict the reaction product. (6) Given the reactants [CH:1]1[CH:6]=[CH:5][C:4]([CH2:7]Br)=[CH:3][CH:2]=1.[CH:9]1[C:14]([C:15]2[CH:16]=[CH:17][C:18]([F:22])=[CH:19][C:20]=2[F:21])=[CH:13][C:12]([C:23]([OH:25])=[O:24])=[C:11]([OH:26])[CH:10]=1.O, predict the reaction product. The product is: [F:21][C:20]1[CH:19]=[C:18]([F:22])[CH:17]=[CH:16][C:15]=1[C:14]1[CH:9]=[CH:10][C:11]([OH:26])=[C:12]([C:23]([O:25][CH2:7][C:4]2[CH:5]=[CH:6][CH:1]=[CH:2][CH:3]=2)=[O:24])[CH:13]=1. (7) Given the reactants [CH3:1][C:2]([S@:5]([NH2:7])=[O:6])([CH3:4])[CH3:3].[CH:8]1([CH:11]=O)[CH2:10][CH2:9]1, predict the reaction product. The product is: [CH:8]1(/[CH:11]=[N:7]/[S@@:5]([C:2]([CH3:4])([CH3:3])[CH3:1])=[O:6])[CH2:10][CH2:9]1. (8) Given the reactants [CH3:1][N:2]1[C:6]2[CH:7]=[CH:8][C:9]([N+:11]([O-:13])=[O:12])=[CH:10][C:5]=2[NH:4][C:3]1=[S:14].[C:15]([O-])([O-])=O.[Na+].[Na+].CI, predict the reaction product. The product is: [CH3:1][N:2]1[C:6]2[CH:7]=[CH:8][C:9]([N+:11]([O-:13])=[O:12])=[CH:10][C:5]=2[N:4]=[C:3]1[S:14][CH3:15]. (9) Given the reactants Cl[C:2]1[C:3]2[C:4](=[CH:13][N:14](CC3C=CC(OC)=CC=3)[N:15]=2)[N:5]=[C:6]([C:8]2[N:9]=[CH:10][S:11][CH:12]=2)[N:7]=1.[NH2:25][C:26]1[CH:35]=[C:34]2[C:29]([CH2:30][CH2:31][C:32](=[O:36])[NH:33]2)=[CH:28][CH:27]=1.Cl, predict the reaction product. The product is: [S:11]1[CH:12]=[C:8]([C:6]2[N:7]=[C:2]([NH:25][C:26]3[CH:35]=[C:34]4[C:29]([CH2:30][CH2:31][C:32](=[O:36])[NH:33]4)=[CH:28][CH:27]=3)[C:3]3[NH:15][N:14]=[CH:13][C:4]=3[N:5]=2)[N:9]=[CH:10]1. (10) Given the reactants [CH3:1][C:2]1[CH:7]=[C:6]([N+:8]([O-:10])=[O:9])[C:5]([O:11][CH3:12])=[CH:4][C:3]=1[N:13]1[CH2:18][CH2:17][NH:16][CH2:15][CH2:14]1.[CH3:19][S:20]([CH:23]=[CH2:24])(=[O:22])=[O:21], predict the reaction product. The product is: [CH3:1][C:2]1[CH:7]=[C:6]([N+:8]([O-:10])=[O:9])[C:5]([O:11][CH3:12])=[CH:4][C:3]=1[N:13]1[CH2:18][CH2:17][N:16]([CH2:24][CH2:23][S:20]([CH3:19])(=[O:22])=[O:21])[CH2:15][CH2:14]1.